Task: Predict the product of the given reaction.. Dataset: Forward reaction prediction with 1.9M reactions from USPTO patents (1976-2016) (1) Given the reactants [C:1]([C:3]1[C:4]([NH2:10])=[N:5][C:6]([NH2:9])=[CH:7][CH:8]=1)#[CH:2].[F:11][C:12]1[CH:28]=[CH:27][C:15]([CH2:16][C:17]2[O:21][C:20]([CH2:22][C:23](Cl)=[N:24][OH:25])=[CH:19][CH:18]=2)=[CH:14][CH:13]=1.C(N(CC)CC)C, predict the reaction product. The product is: [F:11][C:12]1[CH:28]=[CH:27][C:15]([CH2:16][C:17]2[O:21][C:20]([CH2:22][C:23]3[CH:2]=[C:1]([C:3]4[C:4]([NH2:10])=[N:5][C:6]([NH2:9])=[CH:7][CH:8]=4)[O:25][N:24]=3)=[CH:19][CH:18]=2)=[CH:14][CH:13]=1. (2) The product is: [F:18][C:19]1[CH:24]=[C:23]([C:25]([F:27])([F:28])[F:26])[CH:22]=[CH:21][C:20]=1[C@@H:29]([NH:31][C:15](=[O:17])[CH2:14][N:10]1[C:11](=[O:13])[C:12]2[C:3]([O:2][CH3:1])=[CH:4][CH:5]=[CH:6][C:7]=2[N:8]=[N:9]1)[CH3:30]. Given the reactants [CH3:1][O:2][C:3]1[C:12]2[C:11](=[O:13])[N:10]([CH2:14][C:15]([OH:17])=O)[N:9]=[N:8][C:7]=2[CH:6]=[CH:5][CH:4]=1.[F:18][C:19]1[CH:24]=[C:23]([C:25]([F:28])([F:27])[F:26])[CH:22]=[CH:21][C:20]=1[C@@H:29]([NH2:31])[CH3:30], predict the reaction product. (3) Given the reactants [Br:1][C:2]1[C:3]([O:21][CH3:22])=[C:4]([CH:10]([O:13][Si:14]([C:17]([CH3:20])([CH3:19])[CH3:18])([CH3:16])[CH3:15])[C:11]#[N:12])[C:5]([O:8][CH3:9])=[CH:6][CH:7]=1.Br[CH2:24][C:25]1[CH:30]=[CH:29][C:28]([C:31]([F:34])([F:33])[F:32])=[CH:27][CH:26]=1, predict the reaction product. The product is: [Br:1][C:2]1[C:3]([O:21][CH3:22])=[C:4]([C:10]([O:13][Si:14]([C:17]([CH3:18])([CH3:19])[CH3:20])([CH3:15])[CH3:16])([CH2:24][C:25]2[CH:26]=[CH:27][C:28]([C:31]([F:32])([F:33])[F:34])=[CH:29][CH:30]=2)[C:11]#[N:12])[C:5]([O:8][CH3:9])=[CH:6][CH:7]=1. (4) Given the reactants Br[C:2]1[CH:3]=[CH:4][C:5]([O:10][CH2:11][C:12]([F:15])([F:14])[F:13])=[C:6]([CH:9]=1)[CH:7]=[O:8].[C:16]([C:18]1[CH:23]=[CH:22][C:21](B(O)O)=[CH:20][CH:19]=1)#[N:17], predict the reaction product. The product is: [CH:7]([C:6]1[CH:9]=[C:2]([C:21]2[CH:22]=[CH:23][C:18]([C:16]#[N:17])=[CH:19][CH:20]=2)[CH:3]=[CH:4][C:5]=1[O:10][CH2:11][C:12]([F:15])([F:14])[F:13])=[O:8]. (5) Given the reactants [O:1]1[C:5]2([CH2:10][CH2:9][NH:8][CH2:7][CH2:6]2)[O:4][CH2:3][CH2:2]1.CCN(CC)CC.[F:18][C:19]1[CH:20]=[CH:21][C:22]([CH3:29])=[C:23]([S:25](Cl)(=[O:27])=[O:26])[CH:24]=1, predict the reaction product. The product is: [F:18][C:19]1[CH:20]=[CH:21][C:22]([CH3:29])=[C:23]([S:25]([N:8]2[CH2:9][CH2:10][C:5]3([O:4][CH2:3][CH2:2][O:1]3)[CH2:6][CH2:7]2)(=[O:27])=[O:26])[CH:24]=1. (6) Given the reactants [OH:1][C:2]1[C:3]2[S:24][CH:23]=[CH:22][C:4]=2[N:5]([N:14]=CC2C=CC=CC=2)[C:6](=[O:13])[C:7]=1[C:8](OCC)=O.[NH2:25][C:26]1[CH:31]=[CH:30][CH:29]=[CH:28][C:27]=1[S:32]([NH2:35])(=[O:34])=[O:33].[OH-].[K+].Cl, predict the reaction product. The product is: [NH2:14][N:5]1[C:6](=[O:13])[C:7]([C:8]2[NH:25][C:26]3[CH:31]=[CH:30][CH:29]=[CH:28][C:27]=3[S:32](=[O:33])(=[O:34])[N:35]=2)=[C:2]([OH:1])[C:3]2[S:24][CH:23]=[CH:22][C:4]1=2. (7) Given the reactants CS([O:5][CH2:6][CH:7]1[CH2:12][CH2:11][CH2:10][C:9](=[O:13])[NH:8]1)(=O)=O.C([O-])([O-])=O.[Cs+].[Cs+].[OH:20][C@@H:21]([C:32]1[CH:37]=[CH:36][CH:35]=[C:34](O)[CH:33]=1)[CH2:22][CH2:23][NH:24][C:25](=[O:31])[O:26][C:27]([CH3:30])([CH3:29])[CH3:28], predict the reaction product. The product is: [OH:20][C@@H:21]([C:32]1[CH:33]=[CH:34][CH:35]=[C:36]([O:5][CH2:6][CH:7]2[CH2:12][CH2:11][CH2:10][C:9](=[O:13])[NH:8]2)[CH:37]=1)[CH2:22][CH2:23][NH:24][C:25](=[O:31])[O:26][C:27]([CH3:30])([CH3:29])[CH3:28].